From a dataset of Reaction yield outcomes from USPTO patents with 853,638 reactions. Predict the reaction yield, written as a fraction of the theoretical maximum amount of product (1.0 means a 100% yield; for example, 0.34 means a 34% yield). (1) The reactants are [Cl:1][C:2]1[CH:3]=[C:4]([CH:7]=[CH:8][C:9]=1[O:10][C:11]([F:14])([F:13])[F:12])[CH:5]=O.[CH3:15][C:16]([S@:19]([NH2:21])=[O:20])([CH3:18])[CH3:17].C1COCC1. The catalyst is C(O[Ti](OCC)(OCC)OCC)C.O. The product is [Cl:1][C:2]1[CH:3]=[C:4]([CH:7]=[CH:8][C:9]=1[O:10][C:11]([F:14])([F:13])[F:12])/[CH:5]=[N:21]/[S@@:19]([C:16]([CH3:18])([CH3:17])[CH3:15])=[O:20]. The yield is 0.980. (2) The reactants are [CH3:1][N:2]1[CH2:7][CH2:6][C:5]2[C:8]([CH2:11][OH:12])=[CH:9][S:10][C:4]=2[CH2:3]1.CC(OI1(OC(C)=O)(OC(C)=O)OC(=O)C2C=CC=CC1=2)=O.[OH-].[Na+]. The catalyst is ClCCl.C(OCC)C. The product is [CH3:1][N:2]1[CH2:7][CH2:6][C:5]2[C:8]([CH:11]=[O:12])=[CH:9][S:10][C:4]=2[CH2:3]1. The yield is 0.500. (3) The reactants are F[C:2]1[CH:7]=[C:6]([CH3:8])[C:5]([N+:9]([O-])=O)=[CH:4][N:3]=1.Cl.[CH:13]12[NH:19][CH:16]([CH2:17][CH2:18]1)[CH2:15][CH2:14]2.CCN(CC)CC. The catalyst is C(#N)C. The product is [CH:16]12[N:19]([C:2]3[N:3]=[CH:4][C:5]([NH2:9])=[C:6]([CH3:8])[CH:7]=3)[CH:13]([CH2:18][CH2:17]1)[CH2:14][CH2:15]2. The yield is 0.710. (4) The reactants are [Cl:1][C:2]1[CH:7]=[CH:6][N:5]=[C:4]2[CH:8]=[CH:9][S:10][C:3]=12.[Li]CCCC.CCOCC.Br[C:22]1[CH:27]=[CH:26][C:25]([CH:28]2[O:33][CH2:32][CH2:31][CH2:30][O:29]2)=[CH:24][N:23]=1. The catalyst is C1COCC1.[Cl-].[Zn+2].[Cl-].C1C=CC([P]([Pd]([P](C2C=CC=CC=2)(C2C=CC=CC=2)C2C=CC=CC=2)([P](C2C=CC=CC=2)(C2C=CC=CC=2)C2C=CC=CC=2)[P](C2C=CC=CC=2)(C2C=CC=CC=2)C2C=CC=CC=2)(C2C=CC=CC=2)C2C=CC=CC=2)=CC=1. The product is [O:29]1[CH2:30][CH2:31][CH2:32][O:33][CH:28]1[C:25]1[CH:26]=[CH:27][C:22]([C:9]2[S:10][C:3]3[C:4](=[N:5][CH:6]=[CH:7][C:2]=3[Cl:1])[CH:8]=2)=[N:23][CH:24]=1. The yield is 0.633. (5) The reactants are C(=O)([O-])[O-].[Cs+].[Cs+].CC(C1C=C(C(C)C)C(C2C=CC=CC=2P(C2CCCCC2)C2CCCCC2)=C(C(C)C)C=1)C.Br[C:42]1[CH:47]=[C:46]([N+:48]([O-:50])=[O:49])[CH:45]=[CH:44][C:43]=1[O:51][CH3:52].[CH3:53][NH:54][CH2:55][CH2:56][N:57]([CH3:59])[CH3:58]. The catalyst is CC([O-])=O.CC([O-])=O.[Pd+2].C1(C)C=CC=CC=1. The product is [CH3:52][O:51][C:43]1[CH:44]=[CH:45][C:46]([N+:48]([O-:50])=[O:49])=[CH:47][C:42]=1[N:54]([CH3:53])[CH2:55][CH2:56][N:57]([CH3:59])[CH3:58]. The yield is 0.270. (6) The reactants are Br[C:2]1[CH:3]=[C:4]([S:8]([N:11]2[CH2:16][CH2:15][N:14]([C:17]([C:19]3[CH:24]=[CH:23][CH:22]=[CH:21][CH:20]=3)=[O:18])[CH2:13][CH:12]2[CH3:25])(=[O:10])=[O:9])[CH:5]=[CH:6][CH:7]=1.[NH:26]1[CH:30]=[N:29][CH:28]=[N:27]1.[OH-].[K+].CO.C(Cl)(Cl)Cl. The catalyst is C(Cl)Cl. The product is [CH3:25][CH:12]1[N:11]([S:8]([C:4]2[CH:5]=[CH:6][CH:7]=[C:2]([N:26]3[CH:30]=[N:29][CH:28]=[N:27]3)[CH:3]=2)(=[O:10])=[O:9])[CH2:16][CH2:15][N:14]([C:17]([C:19]2[CH:24]=[CH:23][CH:22]=[CH:21][CH:20]=2)=[O:18])[CH2:13]1. The yield is 0.520. (7) The yield is 0.230. The catalyst is O1CCCC1. The product is [CH3:6][C:5]([CH3:7])([CH2:31][CH2:32][C:33]1([CH3:38])[O:37][CH2:36][CH2:35][O:34]1)[CH:40]=[O:41]. The reactants are C([N-][CH:5]([CH3:7])[CH3:6])(C)C.[Li+].C([Li])CCC.C(NC(C)C)(C)C.CC(C)C=NC(C)(C)C.Br[CH2:31][CH2:32][C:33]1([CH3:38])[O:37][CH2:36][CH2:35][O:34]1.C(O)(=O)[C:40](O)=[O:41]. (8) The reactants are [CH2:1]([C:3]1[N:4]=[C:5]([C@@H:8]([NH:21][C:22](=[O:36])[C@@H:23]([NH:31][C:32]([O:34][CH3:35])=[O:33])[CH2:24][C:25]2[CH:30]=[CH:29][CH:28]=[CH:27][CH:26]=2)[CH2:9][C:10]2[CH:15]=[CH:14][C:13]([NH:16][S:17](=[O:20])(=[O:19])[OH:18])=[CH:12][CH:11]=2)[S:6][CH:7]=1)[CH3:2].[OH-].[Na+].N(C)(C)C.COS(O[Na:49])(=O)=O. The catalyst is CO.O. The product is [CH2:1]([C:3]1[N:4]=[C:5]([C@@H:8]([NH:21][C:22](=[O:36])[C@@H:23]([NH:31][C:32]([O:34][CH3:35])=[O:33])[CH2:24][C:25]2[CH:30]=[CH:29][CH:28]=[CH:27][CH:26]=2)[CH2:9][C:10]2[CH:15]=[CH:14][C:13]([NH:16][S:17](=[O:18])(=[O:19])[O-:20])=[CH:12][CH:11]=2)[S:6][CH:7]=1)[CH3:2].[Na+:49]. The yield is 0.830. (9) The reactants are [Br:1][C:2]1[CH:7]=[CH:6][C:5]([S:8](Cl)(=[O:10])=[O:9])=[C:4]([C:12]([F:15])([F:14])[F:13])[CH:3]=1.[CH2:16]([NH2:19])[CH2:17][CH3:18]. The catalyst is ClCCl. The product is [Br:1][C:2]1[CH:7]=[CH:6][C:5]([S:8]([NH:19][CH2:16][CH2:17][CH3:18])(=[O:10])=[O:9])=[C:4]([C:12]([F:15])([F:14])[F:13])[CH:3]=1. The yield is 1.00. (10) The reactants are [Cl:1][C:2]1[CH:7]=[C:6]([Cl:8])[CH:5]=[CH:4][C:3]=1[C:9]1[N:10]=[C:11]([C@@H:17]([NH:26][C:27]([C@H:29]2[CH2:34][CH2:33][C@H:32]([CH2:35][CH3:36])[CH2:31][CH2:30]2)=[O:28])[CH2:18][C:19]2[CH:24]=[CH:23][C:22]([OH:25])=[CH:21][CH:20]=2)[N:12]([CH2:14][C:15]#[CH:16])[CH:13]=1.I[C:38]1[CH:47]=[CH:46][C:41]([C:42]([O:44]C)=[O:43])=[CH:40][CH:39]=1. No catalyst specified. The product is [Cl:1][C:2]1[CH:7]=[C:6]([Cl:8])[CH:5]=[CH:4][C:3]=1[C:9]1[N:10]=[C:11]([C@@H:17]([NH:26][C:27]([C@H:29]2[CH2:34][CH2:33][C@H:32]([CH2:35][CH3:36])[CH2:31][CH2:30]2)=[O:28])[CH2:18][C:19]2[CH:24]=[CH:23][C:22]([O:25][C:38]3[CH:47]=[CH:46][C:41]([C:42]([OH:44])=[O:43])=[CH:40][CH:39]=3)=[CH:21][CH:20]=2)[N:12]([CH2:14][C:15]#[CH:16])[CH:13]=1. The yield is 0.790.